This data is from NCI-60 drug combinations with 297,098 pairs across 59 cell lines. The task is: Regression. Given two drug SMILES strings and cell line genomic features, predict the synergy score measuring deviation from expected non-interaction effect. Drug 1: C1C(C(OC1N2C=NC3=C(N=C(N=C32)Cl)N)CO)O. Drug 2: CC1C(C(CC(O1)OC2CC(CC3=C2C(=C4C(=C3O)C(=O)C5=C(C4=O)C(=CC=C5)OC)O)(C(=O)CO)O)N)O.Cl. Cell line: SNB-19. Synergy scores: CSS=42.0, Synergy_ZIP=-11.4, Synergy_Bliss=-11.2, Synergy_Loewe=-8.22, Synergy_HSA=-6.18.